Dataset: Full USPTO retrosynthesis dataset with 1.9M reactions from patents (1976-2016). Task: Predict the reactants needed to synthesize the given product. (1) Given the product [C:17]([O:21][C:22](=[O:40])[NH:23][CH2:24][C:25]1[CH:26]=[CH:27][C:28]([C:2]2[C:7]([C:8]3[CH:13]=[CH:12][CH:11]=[CH:10][CH:9]=3)=[CH:6][N:5]3[N:14]=[CH:15][N:16]=[C:4]3[N:3]=2)=[CH:29][CH:30]=1)([CH3:20])([CH3:18])[CH3:19], predict the reactants needed to synthesize it. The reactants are: Cl[C:2]1[C:7]([C:8]2[CH:13]=[CH:12][CH:11]=[CH:10][CH:9]=2)=[CH:6][N:5]2[N:14]=[CH:15][N:16]=[C:4]2[N:3]=1.[C:17]([O:21][C:22](=[O:40])[NH:23][CH2:24][C:25]1[CH:30]=[CH:29][C:28](B2OC(C)(C)C(C)(C)O2)=[CH:27][CH:26]=1)([CH3:20])([CH3:19])[CH3:18]. (2) The reactants are: [CH:1]1([C:7]([OH:9])=O)[CH2:6][CH2:5][CH2:4][CH2:3][CH2:2]1.C1N=C[N:12](C(N2C=NC=C2)=O)C=1.[OH-].[NH4+]. Given the product [CH:1]1([C:7]([NH2:12])=[O:9])[CH2:6][CH2:5][CH2:4][CH2:3][CH2:2]1, predict the reactants needed to synthesize it. (3) Given the product [CH3:31][O:30][C:29]1[C:5]2[N:4]=[C:3]([CH:2]([F:1])[F:32])[N:7]([C:8]3[N:13]=[C:12]([N:14]4[CH2:15][CH2:16][O:17][CH2:18][CH2:19]4)[N:11]=[C:10]([N:20]4[CH2:25][CH2:24][N:23]([C:35](=[O:36])[C:34]([Cl:39])([Cl:38])[Cl:33])[CH2:22][CH2:21]4)[N:9]=3)[C:6]=2[CH:26]=[CH:27][CH:28]=1, predict the reactants needed to synthesize it. The reactants are: [F:1][CH:2]([F:32])[C:3]1[N:7]([C:8]2[N:13]=[C:12]([N:14]3[CH2:19][CH2:18][O:17][CH2:16][CH2:15]3)[N:11]=[C:10]([N:20]3[CH2:25][CH2:24][NH:23][CH2:22][CH2:21]3)[N:9]=2)[C:6]2[CH:26]=[CH:27][CH:28]=[C:29]([O:30][CH3:31])[C:5]=2[N:4]=1.[Cl:33][C:34]([Cl:39])([Cl:38])[C:35](Cl)=[O:36]. (4) Given the product [CH3:9][O:10][C:11]([C:13]1[S:25][C:16]2[C:17]3[CH:18]=[CH:19][CH:20]=[C:21]([NH:24][CH2:7][CH:1]4[CH2:2][CH2:3][CH2:4][CH2:5][CH2:6]4)[C:22]=3[S:23][C:15]=2[C:14]=1[O:26][CH2:27][C:28]([O:30][CH2:31][CH3:32])=[O:29])=[O:12], predict the reactants needed to synthesize it. The reactants are: [CH:1]1([CH:7]=O)[CH2:6][CH2:5][CH2:4][CH2:3][CH2:2]1.[CH3:9][O:10][C:11]([C:13]1[S:25][C:16]2[C:17]3[CH:18]=[CH:19][CH:20]=[C:21]([NH2:24])[C:22]=3[S:23][C:15]=2[C:14]=1[O:26][CH2:27][C:28]([O:30][CH2:31][CH3:32])=[O:29])=[O:12]. (5) Given the product [Cl:9][C:3]1[C:2]2[N:1]=[C:19]([NH:18][C:10](=[O:17])[C:11]3[CH:12]=[CH:13][CH:14]=[CH:15][CH:16]=3)[S:20][C:7]=2[N:6]=[CH:5][N:4]=1, predict the reactants needed to synthesize it. The reactants are: [NH2:1][C:2]1[C:3]([Cl:9])=[N:4][CH:5]=[N:6][C:7]=1Cl.[C:10]([N:18]=[C:19]=[S:20])(=[O:17])[C:11]1[CH:16]=[CH:15][CH:14]=[CH:13][CH:12]=1. (6) Given the product [Cl:17][C:14]1[CH:15]=[CH:16][C:4]2[C:3]3[C:8](=[N:9][CH:10]=[CH:11][C:2]=3[NH:18][C:19]3[CH:24]=[CH:23][C:22]([NH:25][C:26](=[O:33])[C:27]4[CH:32]=[CH:31][CH:30]=[CH:29][CH:28]=4)=[CH:21][CH:20]=3)[NH:7][C:6](=[O:12])[C:5]=2[CH:13]=1, predict the reactants needed to synthesize it. The reactants are: Cl[C:2]1[CH:11]=[CH:10][N:9]=[C:8]2[C:3]=1[C:4]1[CH:16]=[CH:15][C:14]([Cl:17])=[CH:13][C:5]=1[C:6](=[O:12])[NH:7]2.[NH2:18][C:19]1[CH:24]=[CH:23][C:22]([NH:25][C:26](=[O:33])[C:27]2[CH:32]=[CH:31][CH:30]=[CH:29][CH:28]=2)=[CH:21][CH:20]=1. (7) Given the product [F:23][C:2]([F:1])([F:24])[C:3]1[CH:22]=[CH:21][CH:20]=[CH:19][C:4]=1[CH2:5][CH:6]1[CH2:7][CH2:8][N:9]([C:12]([O:14][C:15]([CH3:18])([CH3:17])[CH3:16])=[O:13])[CH2:10][CH2:11]1, predict the reactants needed to synthesize it. The reactants are: [F:1][C:2]([F:24])([F:23])[C:3]1[CH:22]=[CH:21][CH:20]=[CH:19][C:4]=1[CH:5]=[C:6]1[CH2:11][CH2:10][N:9]([C:12]([O:14][C:15]([CH3:18])([CH3:17])[CH3:16])=[O:13])[CH2:8][CH2:7]1. (8) Given the product [Cl:26][C:23]1[CH:24]=[CH:25][C:16]([NH:15][C:11]2[CH:10]=[C:9]3[C:14](=[CH:13][CH:12]=2)[N:6]([CH2:5][C:4]2[CH:27]=[CH:28][CH:29]=[C:2]([N:76]4[CH2:81][CH2:80][O:79][CH2:78][CH2:77]4)[CH:3]=2)[CH:7]=[CH:8]3)=[C:17]([CH:22]=1)[C:18]([O:20][CH3:21])=[O:19], predict the reactants needed to synthesize it. The reactants are: Br[C:2]1[CH:3]=[C:4]([CH:27]=[CH:28][CH:29]=1)[CH2:5][N:6]1[C:14]2[C:9](=[CH:10][C:11]([NH:15][C:16]3[CH:25]=[CH:24][C:23]([Cl:26])=[CH:22][C:17]=3[C:18]([O:20][CH3:21])=[O:19])=[CH:12][CH:13]=2)[CH:8]=[CH:7]1.C(=O)([O-])[O-].[Cs+].[Cs+].C1(P(C2CCCCC2)C2C=CC=CC=2C2C(C(C)C)=CC(C(C)C)=CC=2C(C)C)CCCCC1.C(OCC)(=O)C.[NH:76]1[CH2:81][CH2:80][O:79][CH2:78][CH2:77]1. (9) Given the product [Br:32][C:14]1[C:15](=[O:18])[CH2:16][CH2:17][C:5]2([CH2:1][CH2:2][CH2:3][CH3:4])[C:13]=1[C:12]1[C:7](=[C:8]([CH3:21])[C:9]([O:19][CH3:20])=[CH:10][CH:11]=1)[CH2:6]2, predict the reactants needed to synthesize it. The reactants are: [CH2:1]([C:5]12[CH2:17][CH2:16][C:15](=[O:18])[CH:14]=[C:13]1[C:12]1[C:7](=[C:8]([CH3:21])[C:9]([O:19][CH3:20])=[CH:10][CH:11]=1)[CH2:6]2)[CH2:2][CH2:3][CH3:4].C(Cl)(Cl)(Cl)Cl.C([O-])(O)=O.[Na+].[Br:32]Br.